Dataset: Full USPTO retrosynthesis dataset with 1.9M reactions from patents (1976-2016). Task: Predict the reactants needed to synthesize the given product. Given the product [CH3:1][O:2][C:3]1[N:8]=[CH:7][C:6]([NH:9][C:10]2[C:15]([C:16]3[N:24]=[C:23]([CH3:25])[N:22]=[C:21]4[C:17]=3[N:18]=[CH:19][NH:20]4)=[CH:14][C:13]([CH2:26][N:27]3[CH2:28][CH2:29][N:30]([S:43]([CH3:42])(=[O:45])=[O:44])[CH2:31][CH2:32]3)=[CH:12][N:11]=2)=[CH:5][CH:4]=1, predict the reactants needed to synthesize it. The reactants are: [CH3:1][O:2][C:3]1[N:8]=[CH:7][C:6]([NH:9][C:10]2[C:15]([C:16]3[N:24]=[C:23]([CH3:25])[N:22]=[C:21]4[C:17]=3[N:18]=[CH:19][NH:20]4)=[CH:14][C:13]([CH2:26][N:27]3[CH2:32][CH2:31][NH:30][CH2:29][CH2:28]3)=[CH:12][N:11]=2)=[CH:5][CH:4]=1.CCN(C(C)C)C(C)C.[CH3:42][S:43](Cl)(=[O:45])=[O:44].